This data is from Full USPTO retrosynthesis dataset with 1.9M reactions from patents (1976-2016). The task is: Predict the reactants needed to synthesize the given product. (1) Given the product [NH2:23][C@@H:18]([CH2:19][CH:20]([CH3:22])[CH3:21])[CH2:17][N:14]1[CH:15]=[CH:16][C:11]([C:8]2[CH:9]=[CH:10][C:5]3[N:6]([C:2]([Br:1])=[CH:3][N:4]=3)[N:7]=2)=[CH:12][C:13]1=[O:34], predict the reactants needed to synthesize it. The reactants are: [Br:1][C:2]1[N:6]2[N:7]=[C:8]([C:11]3[CH:16]=[CH:15][N:14]([CH2:17][C@@H:18]([N:23]4C(=O)C5C(=CC=CC=5)C4=O)[CH2:19][CH:20]([CH3:22])[CH3:21])[C:13](=[O:34])[CH:12]=3)[CH:9]=[CH:10][C:5]2=[N:4][CH:3]=1.C1(=O)NC(=O)C2=CC=CC=C12. (2) Given the product [N:1]1([CH2:6][C:7]2[CH:8]=[C:9]([CH:29]=[C:30]([Cl:32])[CH:31]=2)/[CH:10]=[CH:11]/[C:12]2[CH:17]=[CH:16][C:15]([N:18]3[CH2:19][CH2:20][N:21]([C:39]([C:38]4[CH:42]=[CH:43][CH:44]=[C:36]([N+:33]([O-:35])=[O:34])[CH:37]=4)=[O:40])[CH2:22][CH2:23]3)=[CH:14][CH:13]=2)[CH:5]=[CH:4][N:3]=[CH:2]1, predict the reactants needed to synthesize it. The reactants are: [N:1]1([CH2:6][C:7]2[CH:8]=[C:9]([CH:29]=[C:30]([Cl:32])[CH:31]=2)/[CH:10]=[CH:11]/[C:12]2[CH:17]=[CH:16][C:15]([N:18]3[CH2:23][CH2:22][N:21](C(C4CC4)=O)[CH2:20][CH2:19]3)=[CH:14][CH:13]=2)[CH:5]=[CH:4][N:3]=[CH:2]1.[N+:33]([C:36]1[CH:37]=[C:38]([CH:42]=[CH:43][CH:44]=1)[C:39](Cl)=[O:40])([O-:35])=[O:34].C1(C(Cl)=O)CC1. (3) Given the product [F:1][C:2]1[CH:3]=[C:4]([B:17]([OH:18])[OH:21])[CH:5]=[C:6]([F:16])[C:7]=1[O:8][CH2:9][CH2:10][CH2:11][S:12]([CH3:15])(=[O:13])=[O:14], predict the reactants needed to synthesize it. The reactants are: [F:1][C:2]1[CH:3]=[C:4]([B:17]2[O:21]C(C)(C)C(C)(C)[O:18]2)[CH:5]=[C:6]([F:16])[C:7]=1[O:8][CH2:9][CH2:10][CH2:11][S:12]([CH3:15])(=[O:14])=[O:13].I([O-])(=O)(=O)=O.[Na+].C([O-])(=O)C.[NH4+]. (4) The reactants are: Br[C:2]1[CH:3]=[C:4]([C:8]2[N:13]=[C:12]([C:14]3[CH:19]=[CH:18][CH:17]=[CH:16][CH:15]=3)[CH:11]=[C:10]([C:20]3[CH:25]=[CH:24][CH:23]=[CH:22][CH:21]=3)[N:9]=2)[CH:5]=[CH:6][CH:7]=1.CC1(C)C(C)(C)OB([C:34]2[CH:50]=[CH:49][C:37]3[N:38]=[C:39]4[C:48]5[CH:47]=[CH:46][CH:45]=[CH:44][C:43]=5[CH:42]=[CH:41][N:40]4[C:36]=3[CH:35]=2)O1.C([O-])([O-])=O.[K+].[K+]. Given the product [C:4]1([C:8]2[N:13]=[C:12]([C:14]3[CH:19]=[C:18]([C:34]4[CH:50]=[CH:49][C:37]5[N:38]=[C:39]6[C:48]7[CH:47]=[CH:46][CH:45]=[CH:44][C:43]=7[CH:42]=[CH:41][N:40]6[C:36]=5[CH:35]=4)[CH:17]=[CH:16][CH:15]=3)[CH:11]=[C:10]([C:20]3[CH:25]=[CH:24][CH:23]=[CH:22][CH:21]=3)[N:9]=2)[CH:5]=[CH:6][CH:7]=[CH:2][CH:3]=1, predict the reactants needed to synthesize it. (5) Given the product [N:11]1([C:2]2[CH:3]=[C:4]([CH:8]=[CH:9][N:10]=2)[C:5]([OH:7])=[O:6])[CH2:15][CH2:14][CH2:13][CH2:12]1, predict the reactants needed to synthesize it. The reactants are: Cl[C:2]1[CH:3]=[C:4]([CH:8]=[CH:9][N:10]=1)[C:5]([OH:7])=[O:6].[NH:11]1[CH2:15][CH2:14][CH2:13][CH2:12]1. (6) Given the product [N:22]1([C@@H:21]([CH3:23])[C:20]([O:19][CH2:12][C:13]2[CH:18]=[CH:17][CH:16]=[CH:15][CH:14]=2)=[O:24])[CH2:37][CH2:36][O:35][CH2:34][CH2:33]1, predict the reactants needed to synthesize it. The reactants are: S(C1C=CC(C)=CC=1)(O)(=O)=O.[CH2:12]([O:19][C:20](=[O:24])[C@H:21]([CH3:23])[NH2:22])[C:13]1[CH:18]=[CH:17][CH:16]=[CH:15][CH:14]=1.C(N(CC)CC)C.Br[CH2:33][CH2:34][O:35][CH2:36][CH2:37]Br.O. (7) Given the product [CH2:1]([O:8][N:9]1[C:18]2[C:13](=[CH:14][C:15]([C:41]#[C:40][CH2:39][CH2:38][CH2:37][OH:42])=[CH:16][N:17]=2)[C:12]([NH:20][CH2:21][CH2:22][OH:23])=[C:11]([C:24]([NH:26][CH2:27][C:28]2[CH:33]=[CH:32][C:31]([F:34])=[CH:30][C:29]=2[F:35])=[O:25])[C:10]1=[O:36])[C:2]1[CH:7]=[CH:6][CH:5]=[CH:4][CH:3]=1, predict the reactants needed to synthesize it. The reactants are: [CH2:1]([O:8][N:9]1[C:18]2[C:13](=[CH:14][C:15](Br)=[CH:16][N:17]=2)[C:12]([NH:20][CH2:21][CH2:22][OH:23])=[C:11]([C:24]([NH:26][CH2:27][C:28]2[CH:33]=[CH:32][C:31]([F:34])=[CH:30][C:29]=2[F:35])=[O:25])[C:10]1=[O:36])[C:2]1[CH:7]=[CH:6][CH:5]=[CH:4][CH:3]=1.[CH2:37]([OH:42])[CH2:38][CH2:39][C:40]#[CH:41].